This data is from Reaction yield outcomes from USPTO patents with 853,638 reactions. The task is: Predict the reaction yield, written as a fraction of the theoretical maximum amount of product (1.0 means a 100% yield; for example, 0.34 means a 34% yield). The reactants are [C:1]([O:8][CH3:9])(=[O:7])/[CH:2]=[CH:3]/[C:4]([OH:6])=[O:5].Cl[CH2:11][CH2:12][O:13][C:14]([O:16][CH2:17][CH3:18])=[O:15]. The catalyst is CN1C(=O)CCC1. The product is [C:4]([O:6][CH2:11][CH2:12][O:13][C:14]([O:16][CH2:17][CH3:18])=[O:15])(=[O:5])/[CH:3]=[CH:2]/[C:1]([O:8][CH3:9])=[O:7]. The yield is 0.850.